The task is: Predict the reaction yield, written as a fraction of the theoretical maximum amount of product (1.0 means a 100% yield; for example, 0.34 means a 34% yield).. This data is from Reaction yield outcomes from USPTO patents with 853,638 reactions. The reactants are C[Si]([N-][Si](C)(C)C)(C)C.[Na+].[CH3:11][C:12]([C:14]([CH3:17])([CH3:16])[CH3:15])=O.[C:18]([O:25][CH2:26][CH3:27])(=[O:24])[C:19](OCC)=O.[CH3:28][S:29]([C:32]1[CH:37]=[CH:36][C:35]([NH:38][NH2:39])=[CH:34][CH:33]=1)(=[O:31])=[O:30]. The catalyst is C1COCC1.CCO. The product is [CH2:26]([O:25][C:18]([C:19]1[CH:11]=[C:12]([C:14]([CH3:17])([CH3:16])[CH3:15])[N:38]([C:35]2[CH:34]=[CH:33][C:32]([S:29]([CH3:28])(=[O:31])=[O:30])=[CH:37][CH:36]=2)[N:39]=1)=[O:24])[CH3:27]. The yield is 0.570.